This data is from Peptide-MHC class II binding affinity with 134,281 pairs from IEDB. The task is: Regression. Given a peptide amino acid sequence and an MHC pseudo amino acid sequence, predict their binding affinity value. This is MHC class II binding data. (1) The peptide sequence is KMIGGIGGFVKVRQYDQIPI. The MHC is DRB1_0802 with pseudo-sequence DRB1_0802. The binding affinity (normalized) is 0.268. (2) The binding affinity (normalized) is 0.794. The peptide sequence is GRRDLKLVDVRLTSE. The MHC is DRB1_0101 with pseudo-sequence DRB1_0101. (3) The binding affinity (normalized) is 0.129. The peptide sequence is TQARAAAAAFEQAHA. The MHC is DRB1_1201 with pseudo-sequence DRB1_1201.